This data is from Forward reaction prediction with 1.9M reactions from USPTO patents (1976-2016). The task is: Predict the product of the given reaction. (1) The product is: [CH3:7][NH:5][C@H:4]([C:14]([NH:15][C@H:16]1[C@H:23]2[C@H:19]([CH2:20][N:21]([C:26]3[CH:31]=[CH:30][C:29]([C:32]([F:35])([F:34])[F:33])=[CH:28][N:27]=3)[CH2:22]2)[CH2:18][CH2:17]1)=[O:24])[CH2:3][CH:2]([CH3:6])[CH3:37]. Given the reactants F[C@@H:2]1[CH2:6][N:5]([C:7](OC(C)(C)C)=O)[C@H:4]([C:14](=[O:24])[NH:15][C@@H:16]2[C@@H:23]3[C@@H:19]([CH2:20][NH:21][CH2:22]3)[CH2:18][CH2:17]2)[CH2:3]1.Br[C:26]1[CH:31]=[CH:30][C:29]([C:32]([F:35])([F:34])[F:33])=[CH:28][N:27]=1.Br[C:37]1C=C(C(F)(F)F)C=CN=1, predict the reaction product. (2) Given the reactants [CH3:1][N:2]1[C:11](=[O:12])[C:10]2[NH:9][CH:8]=[N:7][C:6]=2[NH:5][C:3]1=[O:4].C(=O)([O-])[O-].[K+].[K+].Cl[CH2:20][C:21]([O:23][CH2:24][CH3:25])=[O:22], predict the reaction product. The product is: [CH2:24]([O:23][C:21](=[O:22])[CH2:20][N:9]1[C:10]2[C:11](=[O:12])[N:2]([CH3:1])[C:3](=[O:4])[NH:5][C:6]=2[N:7]=[CH:8]1)[CH3:25]. (3) Given the reactants [Al+3].[Cl-].[Cl-].[Cl-].C[O:6][C:7]1[CH:14]=[CH:13][CH:12]=[C:11]([O:15]C)[C:8]=1[CH:9]=[O:10], predict the reaction product. The product is: [OH:6][C:7]1[CH:14]=[CH:13][CH:12]=[C:11]([OH:15])[C:8]=1[CH:9]=[O:10]. (4) Given the reactants [CH2:1]([N:4]1[CH2:9][CH2:8][N:7]([C:10]2[N:15]=[CH:14][C:13](N)=[CH:12][CH:11]=2)[CH2:6][CH2:5]1)[CH:2]=[CH2:3].[CH:17]([C:20]1[CH:25]=[CH:24][C:23]([S:26](Cl)(=[O:28])=[O:27])=[CH:22][CH:21]=1)([CH3:19])[CH3:18].C([N:32](CC)CC)C, predict the reaction product. The product is: [CH2:1]([N:4]1[CH2:9][CH2:8][N:7]([C:10]2[N:15]=[CH:14][C:13]([C:24]3[CH:25]=[C:20]([CH:17]([CH3:19])[CH3:18])[CH:21]=[CH:22][C:23]=3[S:26]([NH2:32])(=[O:28])=[O:27])=[CH:12][CH:11]=2)[CH2:6][CH2:5]1)[CH:2]=[CH2:3]. (5) Given the reactants [O:1]=C[C@@H]([C@H]([C@@H]([C@@H](CO)O)O)O)O.[Br:13][C:14]1[CH:15]=[N:16][C:17]([O:20][CH2:21][CH2:22][O:23][C:24]2[N:29]=[CH:28][N:27]=[C:26]([NH:30][S:31]([C:34]3[CH:39]=[CH:38][C:37]([C:40]([CH3:43])([CH3:42])[CH3:41])=[CH:36][CH:35]=3)(=[O:33])=[O:32])[C:25]=2[C:44]2[CH:49]=[CH:48][C:47]([CH3:50])=[CH:46][CH:45]=2)=[N:18][CH:19]=1, predict the reaction product. The product is: [Br:13][C:14]1[CH:19]=[N:18][C:17]([O:20][CH2:21][CH2:22][O:23][C:24]2[N:29]=[CH:28][N:27]=[C:26]([NH:30][S:31]([C:34]3[CH:39]=[CH:38][C:37]([C:40]([CH3:43])([CH3:42])[CH2:41][OH:1])=[CH:36][CH:35]=3)(=[O:32])=[O:33])[C:25]=2[C:44]2[CH:49]=[CH:48][C:47]([CH3:50])=[CH:46][CH:45]=2)=[N:16][CH:15]=1. (6) Given the reactants CC(C1C=C(SC(SC2C=C(C(C)(C)C)C([O:31][C:32](=[O:37])[CH2:33][CH2:34][CH2:35]Br)=C(C(C)(C)C)C=2)(C)C)C=C(C(C)(C)C)C=1O)(C)C.[N+:42]([O-:45])([O-:44])=[O:43].[Ag+], predict the reaction product. The product is: [N+:42]([O:45][CH2:35][CH2:34][CH2:33][C:32]([OH:31])=[O:37])([O-:44])=[O:43].